This data is from Forward reaction prediction with 1.9M reactions from USPTO patents (1976-2016). The task is: Predict the product of the given reaction. (1) Given the reactants [SH:1][C:2]1[S:3][C:4]([C:7](O)([CH2:10][CH3:11])[CH2:8][CH3:9])=[CH:5][N:6]=1.C([SiH](CC)CC)C.C(O)(C(F)(F)F)=O, predict the reaction product. The product is: [CH2:8]([CH:7]([C:4]1[S:3][C:2]([SH:1])=[N:6][CH:5]=1)[CH2:10][CH3:11])[CH3:9]. (2) The product is: [C:51]([OH:8])(=[O:50])[CH:52]([CH3:53])[OH:69].[C:52]([OH:69])(=[O:41])[CH2:51][OH:50]. Given the reactants C(N1CCC(C(=O)NC2C=CN=CC=2)CC1)(=[O:8])C1C=CC=CC=1.C(N1CCC(C(=[O:41])NC2C=CN=CC=2)CC1)CC.S1C=CC=C1CC1C=CC=CC=1[O:50][CH2:51][CH:52]([OH:69])[CH2:53]N1CCC(C(=O)NC2C=CN=CC=2)CC1, predict the reaction product. (3) Given the reactants [C:1]([O:7][CH2:8][CH3:9])(=[O:6])[CH2:2][CH2:3][CH:4]=[CH2:5].B1C2CCCC1CCC2.Cl[C:20]1[CH:25]=[C:24]([NH:26][C:27](=[O:32])[C:28]([CH3:31])([CH3:30])[CH3:29])[N:23]=[C:22]([NH:33][C:34](=[O:39])[C:35]([CH3:38])([CH3:37])[CH3:36])[N:21]=1.C([O-])([O-])=O.[K+].[K+], predict the reaction product. The product is: [CH2:8]([O:7][C:1](=[O:6])[CH2:2][CH2:3][CH2:4][CH2:5][C:20]1[N:21]=[C:22]([NH:33][C:34](=[O:39])[C:35]([CH3:38])([CH3:37])[CH3:36])[N:23]=[C:24]([NH:26][C:27](=[O:32])[C:28]([CH3:31])([CH3:30])[CH3:29])[CH:25]=1)[CH3:9]. (4) Given the reactants [Cl:1][C:2]1[CH:10]=[CH:9][C:8]([NH:11][C:12]([CH:14]2[CH2:16][CH2:15]2)=[O:13])=[C:7]2[C:3]=1[CH2:4][N:5]([C@@H:18]([C:23]1[CH:28]=[CH:27][C:26]([O:29][CH3:30])=[C:25]([O:31][CH2:32][CH3:33])[CH:24]=1)[CH2:19][C:20](O)=[O:21])[C:6]2=[O:17].C(N1C=CN=C1)(N1C=CN=C1)=O.Cl.[NH2:47][OH:48].O, predict the reaction product. The product is: [Cl:1][C:2]1[CH:10]=[CH:9][C:8]([NH:11][C:12]([CH:14]2[CH2:15][CH2:16]2)=[O:13])=[C:7]2[C:3]=1[CH2:4][N:5]([C@@H:18]([C:23]1[CH:28]=[CH:27][C:26]([O:29][CH3:30])=[C:25]([O:31][CH2:32][CH3:33])[CH:24]=1)[CH2:19][C:20](=[O:21])[NH:47][OH:48])[C:6]2=[O:17]. (5) Given the reactants [CH:1]([C:3]1[C:12]([CH3:13])=[C:11]([CH3:14])[C:10]([CH2:15][C:16]2[CH:21]=[CH:20][C:19]([O:22][CH3:23])=[CH:18][CH:17]=2)=[CH:9][C:4]=1[C:5](OC)=[O:6])=O.[NH2:24][C@@H:25]1[C@@H:30]([OH:31])[CH2:29][CH2:28][O:27][CH2:26]1.S([O-])([O-])(=O)=O.[Mg+2], predict the reaction product. The product is: [CH3:23][O:22][C:19]1[CH:18]=[CH:17][C:16]([CH2:15][C:10]2[CH:9]=[C:4]3[C:3]([CH2:1][N:24]([C@@H:25]4[C@@H:30]([OH:31])[CH2:29][CH2:28][O:27][CH2:26]4)[C:5]3=[O:6])=[C:12]([CH3:13])[C:11]=2[CH3:14])=[CH:21][CH:20]=1. (6) Given the reactants [Br:1][C:2]1[CH:3]=[CH:4][C:5]([I:10])=[C:6]([CH2:8]Br)[CH:7]=1.[C:11]1([P:17]([C:24]2[CH:29]=[CH:28][CH:27]=[CH:26][CH:25]=2)[C:18]2[CH:23]=[CH:22][CH:21]=[CH:20][CH:19]=2)[CH:16]=[CH:15][CH:14]=[CH:13][CH:12]=1.C1(C)C=CC=CC=1, predict the reaction product. The product is: [Br-:1].[Br:1][C:2]1[CH:3]=[CH:4][C:5]([I:10])=[C:6]([CH:7]=1)[CH2:8][P+:17]([C:18]1[CH:19]=[CH:20][CH:21]=[CH:22][CH:23]=1)([C:24]1[CH:29]=[CH:28][CH:27]=[CH:26][CH:25]=1)[C:11]1[CH:12]=[CH:13][CH:14]=[CH:15][CH:16]=1.